Dataset: Catalyst prediction with 721,799 reactions and 888 catalyst types from USPTO. Task: Predict which catalyst facilitates the given reaction. (1) Reactant: [CH3:1][C:2]1[NH:3][C:4]2[CH:10]=[C:9]([C:11]([OH:13])=[O:12])[CH:8]=[CH:7][C:5]=2[N:6]=1.OC1C2N=NNC=2C=CC=1.Cl.C(N=C=NCCCN(C)C)C.[CH3:36][O:37][C:38]1[CH:43]=[CH:42][C:41]([CH2:44][NH2:45])=[CH:40][CH:39]=1. Product: [CH3:36][O:37][C:38]1[CH:43]=[CH:42][C:41]([CH2:44][NH-:45])=[CH:40][CH:39]=1.[CH3:1][C:2]1[NH:6][C:5]2[CH:7]=[CH:8][C:9]([C:11]([OH:13])=[O:12])=[CH:10][C:4]=2[N:3]=1. The catalyst class is: 9. (2) The catalyst class is: 2. Reactant: [CH3:1][N:2]1[C:6]2=[N:7][C:8]([S:11][CH3:12])=[N:9][CH:10]=[C:5]2[C:4]([OH:13])=[N:3]1.N1C=CC=CC=1.[S:20](O[S:20]([C:23]([F:26])([F:25])[F:24])(=[O:22])=[O:21])([C:23]([F:26])([F:25])[F:24])(=[O:22])=[O:21]. Product: [CH3:1][N:2]1[C:6]2=[N:7][C:8]([S:11][CH3:12])=[N:9][CH:10]=[C:5]2[C:4]([O:13][S:20]([C:23]([F:26])([F:25])[F:24])(=[O:22])=[O:21])=[N:3]1.